From a dataset of Reaction yield outcomes from USPTO patents with 853,638 reactions. Predict the reaction yield, written as a fraction of the theoretical maximum amount of product (1.0 means a 100% yield; for example, 0.34 means a 34% yield). (1) The reactants are [CH3:1][N:2]1[CH:6]=[CH:5][N:4]=[C:3]1[CH:7]=O.[NH2:9][C:10]1[CH:18]=[C:17]([F:19])[CH:16]=[C:15]2[C:11]=1[CH2:12][O:13][C:14]2=[O:20].S([O-])([O-])(=O)=O.[Mg+2]. The catalyst is C(#N)C. The product is [F:19][C:17]1[CH:16]=[C:15]2[C:11]([CH2:12][O:13][C:14]2=[O:20])=[C:10](/[N:9]=[CH:7]/[C:3]2[N:2]([CH3:1])[CH:6]=[CH:5][N:4]=2)[CH:18]=1. The yield is 0.680. (2) The reactants are [C:1]1([N:7]([C:27]2[CH:32]=[CH:31][CH:30]=[CH:29][CH:28]=2)[C:8]2[CH:13]=[CH:12][C:11]([C:14]3[CH:19]=[CH:18][C:17]([C:20]4[CH:25]=[CH:24][N:23]=[C:22]([NH2:26])[N:21]=4)=[CH:16][CH:15]=3)=[CH:10][CH:9]=2)[CH:6]=[CH:5][CH:4]=[CH:3][CH:2]=1.Br[C:34]1[CH:39]=[CH:38][C:37]([C:40]2[CH:45]=[CH:44][CH:43]=[CH:42][CH:41]=2)=[CH:36][CH:35]=1.CC1(C)C2C(=C(P(C3C=CC=CC=3)C3C=CC=CC=3)C=CC=2)OC2C(P(C3C=CC=CC=3)C3C=CC=CC=3)=CC=CC1=2.CC(C)([O-])C.[Na+]. The catalyst is C1(C)C=CC=CC=1.Cl[Pd](Cl)([P](C1C=CC=CC=1)(C1C=CC=CC=1)C1C=CC=CC=1)[P](C1C=CC=CC=1)(C1C=CC=CC=1)C1C=CC=CC=1. The product is [C:27]1([N:7]([C:1]2[CH:2]=[CH:3][CH:4]=[CH:5][CH:6]=2)[C:8]2[CH:9]=[CH:10][C:11]([C:14]3[CH:19]=[CH:18][C:17]([C:20]4[CH:25]=[CH:24][N:23]=[C:22]([NH:26][C:43]5[CH:44]=[CH:45][C:40]([C:37]6[CH:38]=[CH:39][CH:34]=[CH:35][CH:36]=6)=[CH:41][CH:42]=5)[N:21]=4)=[CH:16][CH:15]=3)=[CH:12][CH:13]=2)[CH:28]=[CH:29][CH:30]=[CH:31][CH:32]=1. The yield is 0.920. (3) The reactants are [NH:1]1[CH2:5][CH2:4][CH2:3][C@H:2]1[C:6]([OH:8])=[O:7].C([O-])([O-])=O.[Na+].[Na+].[CH2:15]([O:22][C:23](Cl)=[O:24])[C:16]1[CH:21]=[CH:20][CH:19]=[CH:18][CH:17]=1. The catalyst is O. The product is [CH2:15]([O:22][C:23]([N:1]1[CH2:5][CH2:4][CH2:3][C@H:2]1[C:6]([OH:8])=[O:7])=[O:24])[C:16]1[CH:21]=[CH:20][CH:19]=[CH:18][CH:17]=1. The yield is 0.840. (4) The yield is 0.730. The catalyst is O.C(Cl)Cl. The product is [Br:7][C:8]1[CH:32]=[CH:31][C:11]([NH:12][C:13]2[C:22]3[C:17](=[CH:18][C:19]([O:25][CH2:26][CH2:27][CH2:28][S:3]([CH3:34])(=[O:5])=[O:2])=[C:20]([O:23][CH3:24])[CH:21]=3)[N:16]=[CH:15][N:14]=2)=[C:10]([F:33])[CH:9]=1. The reactants are O[O:2][S:3]([O-:5])=O.[K+].[Br:7][C:8]1[CH:32]=[CH:31][C:11]([NH:12][C:13]2[C:22]3[C:17](=[CH:18][C:19]([O:25][CH2:26][CH2:27][CH2:28]SC)=[C:20]([O:23][CH3:24])[CH:21]=3)[N:16]=[CH:15][N:14]=2)=[C:10]([F:33])[CH:9]=1.[CH3:34]O. (5) The reactants are [CH3:1][S:2](Cl)(=[O:4])=[O:3].[Cl:6][C:7]1[N:12]=[C:11]([NH:13][C:14]2[C:15]([NH2:20])=[CH:16][CH:17]=[CH:18][CH:19]=2)[C:10]([F:21])=[CH:9][N:8]=1. The catalyst is N1C=CC=CC=1.O. The product is [Cl:6][C:7]1[N:12]=[C:11]([NH:13][C:14]2[CH:19]=[CH:18][CH:17]=[CH:16][C:15]=2[NH:20][S:2]([CH3:1])(=[O:4])=[O:3])[C:10]([F:21])=[CH:9][N:8]=1. The yield is 0.720.